This data is from Forward reaction prediction with 1.9M reactions from USPTO patents (1976-2016). The task is: Predict the product of the given reaction. (1) Given the reactants [CH3:1][O:2][C:3]1[CH:11]=[C:10]([C:12]([F:15])([F:14])[F:13])[CH:9]=[CH:8][C:4]=1[C:5]([OH:7])=O.C([O:18][C:19](=[O:40])[CH2:20][CH2:21][C:22]1[CH:27]=[CH:26][C:25]([O:28][C:29]2[CH:34]=[C:33]([CH3:35])[CH:32]=[C:31]([CH2:36][NH2:37])[CH:30]=2)=[CH:24][C:23]=1[CH2:38][CH3:39])C, predict the reaction product. The product is: [CH2:38]([C:23]1[CH:24]=[C:25]([O:28][C:29]2[CH:34]=[C:33]([CH3:35])[CH:32]=[C:31]([CH2:36][NH:37][C:5](=[O:7])[C:4]3[CH:8]=[CH:9][C:10]([C:12]([F:15])([F:14])[F:13])=[CH:11][C:3]=3[O:2][CH3:1])[CH:30]=2)[CH:26]=[CH:27][C:22]=1[CH2:21][CH2:20][C:19]([OH:40])=[O:18])[CH3:39]. (2) Given the reactants Cl[C:2]([O:4][C:5]1[CH:10]=[CH:9][C:8]([N+:11]([O-:13])=[O:12])=[CH:7][CH:6]=1)=[O:3].CCN(C(C)C)C(C)C.[F:23][C:24]([F:28])([F:27])[CH2:25][NH2:26], predict the reaction product. The product is: [F:23][C:24]([F:28])([F:27])[CH2:25][NH:26][C:2](=[O:3])[O:4][C:5]1[CH:10]=[CH:9][C:8]([N+:11]([O-:13])=[O:12])=[CH:7][CH:6]=1. (3) Given the reactants [C:1]([O:5][C:6](=[O:36])[NH:7][CH2:8][CH2:9][CH2:10][N:11]1[C:20]2[CH:19]=[CH:18][C:17]([C:21]#[C:22][CH2:23][OH:24])=[CH:16][C:15]=2[C:14]2=[N:25][N:26]([CH:29]3[CH2:34][CH2:33][CH2:32][CH2:31][O:30]3)[C:27]([CH3:28])=[C:13]2[C:12]1=[O:35])([CH3:4])([CH3:3])[CH3:2].C(N(CC)CC)C.[CH3:44][S:45](Cl)(=[O:47])=[O:46], predict the reaction product. The product is: [C:1]([O:5][C:6]([NH:7][CH2:8][CH2:9][CH2:10][N:11]1[C:20]2[CH:19]=[CH:18][C:17]([C:21]#[C:22][CH2:23][O:24][S:45]([CH3:44])(=[O:47])=[O:46])=[CH:16][C:15]=2[C:14]2=[N:25][N:26]([CH:29]3[CH2:34][CH2:33][CH2:32][CH2:31][O:30]3)[C:27]([CH3:28])=[C:13]2[C:12]1=[O:35])=[O:36])([CH3:4])([CH3:2])[CH3:3]. (4) Given the reactants [CH3:1][C:2]1([CH3:34])[CH2:7][CH:6]([C:8]2[S:12][C:11]3[CH:13]=[CH:14][CH:15]=[C:16]([O:17]C)[C:10]=3[CH:9]=2)[CH2:5][CH2:4][N:3]1[CH2:19][C@H:20]([OH:33])[CH2:21][O:22][C:23]1[C:28]2[CH:29]=[C:30]([CH3:32])[O:31][C:27]=2[CH:26]=[CH:25][CH:24]=1.C([S-])C.[Na+], predict the reaction product. The product is: [CH3:1][C:2]1([CH3:34])[CH2:7][CH:6]([C:8]2[S:12][C:11]3[CH:13]=[CH:14][CH:15]=[C:16]([OH:17])[C:10]=3[CH:9]=2)[CH2:5][CH2:4][N:3]1[CH2:19][C@H:20]([OH:33])[CH2:21][O:22][C:23]1[C:28]2[CH:29]=[C:30]([CH3:32])[O:31][C:27]=2[CH:26]=[CH:25][CH:24]=1. (5) Given the reactants [F:1][C:2]1[CH:11]=[CH:10][C:9]2[CH:12]=[CH:13][C:14](=[O:15])[N:7]3[C:8]=2[C:3]=1[CH:4]([CH:16]=O)[CH2:5][CH2:6]3.C(O)(=O)C.[O:22]1[C:31]2[CH:30]=[C:29]([CH2:32][N:33]([CH:41]3[CH2:46][CH2:45][NH:44][CH2:43][CH2:42]3)C(=O)OC(C)(C)C)[N:28]=[CH:27][C:26]=2[O:25][CH2:24][CH2:23]1.C(O)(C(F)(F)F)=O.[Cl:54]CCl, predict the reaction product. The product is: [ClH:54].[O:22]1[C:31]2[CH:30]=[C:29]([CH2:32][NH:33][CH:41]3[CH2:46][CH2:45][N:44]([CH2:16][CH:4]4[C:3]5[C:8]6=[C:9]([CH:12]=[CH:13][C:14](=[O:15])[N:7]6[CH2:6][CH2:5]4)[CH:10]=[CH:11][C:2]=5[F:1])[CH2:43][CH2:42]3)[N:28]=[CH:27][C:26]=2[O:25][CH2:24][CH2:23]1. (6) Given the reactants [Cl:1][C:2]1[CH:9]=[CH:8][CH:7]=[CH:6][C:3]=1[CH:4]=O.[NH2:10][C:11]1[CH:15]=[CH:14][NH:13][N:12]=1.[C:16]([O:22][CH3:23])(=[O:21])[CH2:17][C:18]([CH3:20])=O, predict the reaction product. The product is: [Cl:1][C:2]1[CH:9]=[CH:8][CH:7]=[CH:6][C:3]=1[CH:4]1[C:17]([C:16]([O:22][CH3:23])=[O:21])=[C:18]([CH3:20])[NH:10][C:11]2=[N:12][NH:13][CH:14]=[C:15]12.